From a dataset of Full USPTO retrosynthesis dataset with 1.9M reactions from patents (1976-2016). Predict the reactants needed to synthesize the given product. (1) Given the product [N+:1]([C:4]1[CH:23]=[CH:22][C:7]([C:8]([O:10][C@H:11]2[C:15]3[N:16]=[CH:17][N:18]=[C:19]([N:37]4[C:38]5[C:43](=[C:42]([CH2:44][NH:45][C:46]([O:47][C:48]([CH3:51])([CH3:50])[CH3:49])=[O:52])[CH:41]=[CH:40][CH:39]=5)[C:33]5([CH2:34][CH2:35][N:31]([CH2:24][C:25]6[CH:26]=[CH:27][CH:28]=[CH:29][CH:30]=6)[CH2:32]5)[CH2:36]4)[C:14]=3[C@H:13]([CH3:21])[CH2:12]2)=[O:9])=[CH:6][CH:5]=1)([O-:3])=[O:2], predict the reactants needed to synthesize it. The reactants are: [N+:1]([C:4]1[CH:23]=[CH:22][C:7]([C:8]([O:10][C@H:11]2[C:15]3[N:16]=[CH:17][N:18]=[C:19](Cl)[C:14]=3[C@H:13]([CH3:21])[CH2:12]2)=[O:9])=[CH:6][CH:5]=1)([O-:3])=[O:2].[CH2:24]([N:31]1[CH2:35][CH2:34][C:33]2([C:43]3[C:38](=[CH:39][CH:40]=[CH:41][C:42]=3[CH2:44][NH:45][C:46](=[O:52])[O:47][C:48]([CH3:51])([CH3:50])[CH3:49])[NH:37][CH2:36]2)[CH2:32]1)[C:25]1[CH:30]=[CH:29][CH:28]=[CH:27][CH:26]=1.C([O-])([O-])=O.[Cs+].[Cs+].CC1(C)C2C(=C(P(C3C=CC=CC=3)C3C=CC=CC=3)C=CC=2)OC2C(P(C3C=CC=CC=3)C3C=CC=CC=3)=CC=CC1=2. (2) Given the product [NH2:25][C:11]1[N:10]([C:26]2[CH:31]=[CH:30][CH:29]=[C:28]([C:32]([F:35])([F:33])[F:34])[CH:27]=2)[C:9]([CH3:36])=[C:8]([C:6]([OH:7])=[O:5])[CH:13]([C:14]2[CH:15]=[CH:16][C:17]([C:20]#[N:21])=[CH:18][CH:19]=2)[C:12]=1[C:22]([NH2:24])=[O:23], predict the reactants needed to synthesize it. The reactants are: C[Si](C)(C)CC[O:5][C:6]([C:8]1[CH:13]([C:14]2[CH:19]=[CH:18][C:17]([C:20]#[N:21])=[CH:16][CH:15]=2)[C:12]([C:22]([NH2:24])=[O:23])=[C:11]([NH2:25])[N:10]([C:26]2[CH:31]=[CH:30][CH:29]=[C:28]([C:32]([F:35])([F:34])[F:33])[CH:27]=2)[C:9]=1[CH3:36])=[O:7]. (3) Given the product [F:45][C:41]1([F:46])[C:40]2[N:36]([CH2:35][C:34]([NH:33][C@H:23]([C:12]3[C:11]([C:6]4[CH:7]=[CH:8][CH:9]=[C:10]5[C:5]=4[N:4]([CH3:52])[N:3]=[C:2]5[NH:1][S:59](=[O:62])(=[O:61])[NH2:60])=[CH:16][CH:15]=[C:14]([C:17]#[C:18][C:19]([OH:22])([CH3:21])[CH3:20])[N:13]=3)[CH2:24][C:25]3[CH:30]=[C:29]([F:31])[CH:28]=[C:27]([F:32])[CH:26]=3)=[O:51])[N:37]=[C:38]([C:47]([F:49])([F:48])[F:50])[C:39]=2[C@H:43]2[CH2:44][C@@H:42]12, predict the reactants needed to synthesize it. The reactants are: [NH2:1][C:2]1[C:10]2[C:5](=[C:6]([C:11]3[C:12]([C@@H:23]([NH:33][C:34](=[O:51])[CH2:35][N:36]4[C:40]5[C:41]([F:46])([F:45])[C@@H:42]6[CH2:44][C@@H:43]6[C:39]=5[C:38]([C:47]([F:50])([F:49])[F:48])=[N:37]4)[CH2:24][C:25]4[CH:30]=[C:29]([F:31])[CH:28]=[C:27]([F:32])[CH:26]=4)=[N:13][C:14]([C:17]#[C:18][C:19]([OH:22])([CH3:21])[CH3:20])=[CH:15][CH:16]=3)[CH:7]=[CH:8][CH:9]=2)[N:4]([CH3:52])[N:3]=1.N1C=CC=CC=1.[S:59](Cl)(=[O:62])(=[O:61])[NH2:60]. (4) Given the product [F:13][C:11]1([F:14])[CH2:12][NH:8][C@H:9]([C:15]([OH:17])=[O:16])[CH2:10]1, predict the reactants needed to synthesize it. The reactants are: C(OC([N:8]1[CH2:12][C:11]([F:14])([F:13])[CH2:10][C@H:9]1[C:15]([OH:17])=[O:16])=O)(C)(C)C.O1CCOCC1.Cl. (5) Given the product [OH:36][CH:34]1[CH2:35][N:32]([C:2]2[CH:3]=[C:4]([C:8]3[N:9]=[C:10]4[C:16]([C:17](=[O:22])[C:18]([CH3:21])([CH3:20])[CH3:19])=[CH:15][N:14]([CH2:23][O:24][CH2:25][CH2:26][Si:27]([CH3:30])([CH3:29])[CH3:28])[C:11]4=[N:12][CH:13]=3)[CH:5]=[CH:6][CH:7]=2)[CH2:33]1, predict the reactants needed to synthesize it. The reactants are: I[C:2]1[CH:3]=[C:4]([C:8]2[N:9]=[C:10]3[C:16]([C:17](=[O:22])[C:18]([CH3:21])([CH3:20])[CH3:19])=[CH:15][N:14]([CH2:23][O:24][CH2:25][CH2:26][Si:27]([CH3:30])([CH3:29])[CH3:28])[C:11]3=[N:12][CH:13]=2)[CH:5]=[CH:6][CH:7]=1.Cl.[NH:32]1[CH2:35][CH:34]([OH:36])[CH2:33]1.